Dataset: Catalyst prediction with 721,799 reactions and 888 catalyst types from USPTO. Task: Predict which catalyst facilitates the given reaction. (1) Reactant: [CH3:1][C:2]([CH3:9])([CH3:8])/[CH:3]=[CH:4]/[N+:5]([O-:7])=[O:6].C(O)(C(F)(F)F)=O.CO[CH2:19][N:20]([CH2:28][Si](C)(C)C)[CH2:21][C:22]1[CH:27]=[CH:26][CH:25]=[CH:24][CH:23]=1. Product: [C:2]([CH:3]1[CH:4]([N+:5]([O-:7])=[O:6])[CH2:28][N:20]([CH2:21][C:22]2[CH:27]=[CH:26][CH:25]=[CH:24][CH:23]=2)[CH2:19]1)([CH3:9])([CH3:8])[CH3:1]. The catalyst class is: 4. (2) Reactant: [N:1]([CH2:4][C@H:5]1[C@H:10]([N:11]([CH2:13][C:14]2[CH:19]=[CH:18][CH:17]=[CH:16][CH:15]=2)[CH3:12])[CH2:9][CH2:8][N:7]([CH2:20][CH2:21][C:22]2[CH:27]=[CH:26][C:25]([F:28])=[CH:24][CH:23]=2)[CH2:6]1)=[N+]=[N-]. Product: [NH2:1][CH2:4][C@H:5]1[C@H:10]([N:11]([CH2:13][C:14]2[CH:19]=[CH:18][CH:17]=[CH:16][CH:15]=2)[CH3:12])[CH2:9][CH2:8][N:7]([CH2:20][CH2:21][C:22]2[CH:23]=[CH:24][C:25]([F:28])=[CH:26][CH:27]=2)[CH2:6]1. The catalyst class is: 63. (3) Reactant: [H-].[Na+].[Br:3][C:4]1[CH:9]=[CH:8][C:7]([OH:10])=[CH:6][CH:5]=1.F[C:12]1[CH:13]=[CH:14][C:15]([N+:20]([O-:22])=[O:21])=[C:16]([CH:19]=1)[CH:17]=[O:18]. Product: [N+:20]([C:15]1[CH:14]=[CH:13][C:12]([O:10][C:7]2[CH:8]=[CH:9][C:4]([Br:3])=[CH:5][CH:6]=2)=[CH:19][C:16]=1[CH:17]=[O:18])([O-:22])=[O:21]. The catalyst class is: 550. (4) Reactant: C(Cl)(=O)C(Cl)=O.[F:7][C:8]1[CH:18]=[C:17]([F:19])[CH:16]=[CH:15][C:9]=1[CH:10]=[CH:11][C:12]([OH:14])=O.[OH-].[Na+].[Cl-].[Li+].C(N(CC)CC)C.[CH2:31]([C@H:38]1[CH2:42][O:41][C:40](=[O:43])[NH:39]1)[C:32]1[CH:37]=[CH:36][CH:35]=[CH:34][CH:33]=1.C(O)(=O)CC(CC(O)=O)(C(O)=O)O. Product: [CH2:31]([C@H:38]1[CH2:42][O:41][C:40](=[O:43])[N:39]1[C:12](=[O:14])/[CH:11]=[CH:10]/[C:9]1[CH:15]=[CH:16][C:17]([F:19])=[CH:18][C:8]=1[F:7])[C:32]1[CH:33]=[CH:34][CH:35]=[CH:36][CH:37]=1. The catalyst class is: 120. (5) Reactant: [NH:1]1[CH:5]=[CH:4][N:3]=[CH:2]1.[Li][CH2:7][CH2:8][CH2:9]C.CN([CH:14]=[O:15])C. Product: [CH:8]([N:1]1[CH:5]=[CH:4][N:3]=[C:2]1[CH:14]=[O:15])([CH3:9])[CH3:7]. The catalyst class is: 1. (6) Reactant: C[O-].[Na+].[NH:4]1[C:12]2[C:7](=[CH:8][CH:9]=[CH:10][CH:11]=2)[CH:6]=[CH:5]1.[NH:13]1[CH2:18][CH2:17][C:16](=O)[CH2:15][CH2:14]1.O.Cl. Product: [NH:13]1[CH2:14][CH:15]=[C:16]([C:6]2[C:7]3[C:12](=[CH:11][CH:10]=[CH:9][CH:8]=3)[NH:4][CH:5]=2)[CH2:17][CH2:18]1. The catalyst class is: 5.